This data is from Merck oncology drug combination screen with 23,052 pairs across 39 cell lines. The task is: Regression. Given two drug SMILES strings and cell line genomic features, predict the synergy score measuring deviation from expected non-interaction effect. (1) Drug 1: O=S1(=O)NC2(CN1CC(F)(F)F)C1CCC2Cc2cc(C=CCN3CCC(C(F)(F)F)CC3)ccc2C1. Drug 2: CN(C)C(=N)N=C(N)N. Cell line: SKMEL30. Synergy scores: synergy=12.1. (2) Drug 1: CCC1(O)CC2CN(CCc3c([nH]c4ccccc34)C(C(=O)OC)(c3cc4c(cc3OC)N(C)C3C(O)(C(=O)OC)C(OC(C)=O)C5(CC)C=CCN6CCC43C65)C2)C1. Drug 2: COC1=C2CC(C)CC(OC)C(O)C(C)C=C(C)C(OC(N)=O)C(OC)C=CC=C(C)C(=O)NC(=CC1=O)C2=O. Cell line: OCUBM. Synergy scores: synergy=-9.13. (3) Synergy scores: synergy=16.4. Drug 1: CN1C(=O)C=CC2(C)C3CCC4(C)C(NC(=O)OCC(F)(F)F)CCC4C3CCC12. Drug 2: CC1(c2nc3c(C(N)=O)cccc3[nH]2)CCCN1. Cell line: MSTO. (4) Drug 1: C#Cc1cccc(Nc2ncnc3cc(OCCOC)c(OCCOC)cc23)c1. Drug 2: CC(C)CC(NC(=O)C(Cc1ccccc1)NC(=O)c1cnccn1)B(O)O. Cell line: HT144. Synergy scores: synergy=-16.2. (5) Drug 1: CN(C)C(=N)N=C(N)N. Drug 2: O=C(NOCC(O)CO)c1ccc(F)c(F)c1Nc1ccc(I)cc1F. Cell line: UACC62. Synergy scores: synergy=-8.75. (6) Drug 1: Cn1nnc2c(C(N)=O)ncn2c1=O. Drug 2: Cn1c(=O)n(-c2ccc(C(C)(C)C#N)cc2)c2c3cc(-c4cnc5ccccc5c4)ccc3ncc21. Cell line: RKO. Synergy scores: synergy=-11.9. (7) Drug 1: N#Cc1ccc(Cn2cncc2CN2CCN(c3cccc(Cl)c3)C(=O)C2)cc1. Drug 2: CCC1=CC2CN(C1)Cc1c([nH]c3ccccc13)C(C(=O)OC)(c1cc3c(cc1OC)N(C)C1C(O)(C(=O)OC)C(OC(C)=O)C4(CC)C=CCN5CCC31C54)C2. Cell line: MSTO. Synergy scores: synergy=13.9. (8) Drug 1: O=P1(N(CCCl)CCCl)NCCCO1. Drug 2: Cc1nc(Nc2ncc(C(=O)Nc3c(C)cccc3Cl)s2)cc(N2CCN(CCO)CC2)n1. Cell line: EFM192B. Synergy scores: synergy=18.1. (9) Drug 1: Nc1ccn(C2OC(CO)C(O)C2(F)F)c(=O)n1. Synergy scores: synergy=18.2. Cell line: A2780. Drug 2: Cc1nc(Nc2ncc(C(=O)Nc3c(C)cccc3Cl)s2)cc(N2CCN(CCO)CC2)n1. (10) Drug 1: CS(=O)(=O)CCNCc1ccc(-c2ccc3ncnc(Nc4ccc(OCc5cccc(F)c5)c(Cl)c4)c3c2)o1. Drug 2: Cn1c(=O)n(-c2ccc(C(C)(C)C#N)cc2)c2c3cc(-c4cnc5ccccc5c4)ccc3ncc21. Cell line: HT144. Synergy scores: synergy=19.9.